From a dataset of Reaction yield outcomes from USPTO patents with 853,638 reactions. Predict the reaction yield, written as a fraction of the theoretical maximum amount of product (1.0 means a 100% yield; for example, 0.34 means a 34% yield). (1) The reactants are [C:1]([O:4][CH2:5][C:6]1[C:11]2[C:12]([O:15][CH3:16])=[N:13][NH:14][C:10]=2[CH:9]=[C:8]([NH:17][C:18]([NH:20][C@@H:21]([C:23]2[CH:28]=[CH:27][CH:26]=[CH:25][CH:24]=2)[CH3:22])=[O:19])[N:7]=1)(=[O:3])[CH3:2].[B-](F)(F)(F)[F:30].[B-](F)(F)(F)F.C1[N+]2(CCl)CC[N+](F)(CC2)C1.C(O)(C(F)(F)F)=O. The catalyst is CO. The product is [C:1]([O:4][CH2:5][C:6]1[C:11]2[C:12]([O:15][CH3:16])=[N:13][NH:14][C:10]=2[C:9]([F:30])=[C:8]([NH:17][C:18]([NH:20][C@@H:21]([C:23]2[CH:24]=[CH:25][CH:26]=[CH:27][CH:28]=2)[CH3:22])=[O:19])[N:7]=1)(=[O:3])[CH3:2]. The yield is 0.531. (2) The reactants are Cl[C:2]1[C:7]([CH:8]=[O:9])=[C:6]([N:10]2[CH2:22][CH2:21][N:13]3[C:14]4[CH2:15][CH2:16][CH2:17][CH2:18][C:19]=4[CH:20]=[C:12]3[C:11]2=[O:23])[N:5]=[CH:4][CH:3]=1.[CH3:24][N:25]1[CH:30]=[C:29](B2OC(C)(C)C(C)(C)O2)[CH:28]=[C:27]([NH:40][C:41]2[CH:46]=[CH:45][C:44]([N:47]3[CH2:52][CH2:51][N:50]([CH:53]4[CH2:56][O:55][CH2:54]4)[CH2:49][C@H:48]3[CH3:57])=[CH:43][N:42]=2)[C:26]1=[O:58].[O-]P([O-])([O-])=O.[K+].[K+].[K+].C([O-])(=O)C.[Na+]. The catalyst is C1C=CC(P(C2C=CC=CC=2)[C-]2C=CC=C2)=CC=1.C1C=CC(P(C2C=CC=CC=2)[C-]2C=CC=C2)=CC=1.Cl[Pd]Cl.[Fe+2].O.C(#N)C. The product is [CH3:24][N:25]1[C:26](=[O:58])[C:27]([NH:40][C:41]2[CH:46]=[CH:45][C:44]([N:47]3[CH2:52][CH2:51][N:50]([CH:53]4[CH2:54][O:55][CH2:56]4)[CH2:49][C@H:48]3[CH3:57])=[CH:43][N:42]=2)=[CH:28][C:29]([C:2]2[C:7]([CH:8]=[O:9])=[C:6]([N:10]3[CH:22]=[CH:21][N:13]4[C:14]5[CH2:15][CH2:16][CH2:17][CH2:18][C:19]=5[CH:20]=[C:12]4[C:11]3=[O:23])[N:5]=[CH:4][CH:3]=2)=[CH:30]1. The yield is 0.300. (3) The catalyst is C1COCC1.O. The yield is 0.730. The reactants are [Cl:1][C:2]1[N:11]=[C:10](Cl)[C:9]2[C:4](=[CH:5][CH:6]=[C:7]([I:13])[CH:8]=2)[N:3]=1.[Cl:14][C:15]1[CH:16]=[C:17]([CH:19]=[CH:20][C:21]=1[F:22])[NH2:18].C([O-])(=O)C.[Na+]. The product is [Cl:1][C:2]1[N:11]=[C:10]([NH:18][C:17]2[CH:19]=[CH:20][C:21]([F:22])=[C:15]([Cl:14])[CH:16]=2)[C:9]2[C:4](=[CH:5][CH:6]=[C:7]([I:13])[CH:8]=2)[N:3]=1. (4) The reactants are Cl[C:2]1[C:7]([C:8]([NH:10][C:11]2[C:12]([NH:17][CH2:18][CH3:19])=[N:13][CH:14]=[CH:15][CH:16]=2)=[O:9])=[CH:6][C:5]([Br:20])=[CH:4][N:3]=1.C[Si](C)(C)[N-][Si](C)(C)C.[Na+].C1COCC1. The catalyst is N1C=CC=CC=1. The product is [Br:20][C:5]1[CH:4]=[N:3][C:2]2[N:17]([CH2:18][CH3:19])[C:12]3[N:13]=[CH:14][CH:15]=[CH:16][C:11]=3[NH:10][C:8](=[O:9])[C:7]=2[CH:6]=1. The yield is 0.750.